This data is from Forward reaction prediction with 1.9M reactions from USPTO patents (1976-2016). The task is: Predict the product of the given reaction. (1) Given the reactants [Br:1][C:2]1[C:3]([CH3:9])=[CH:4][C:5]([NH2:8])=[N:6][CH:7]=1.[C:10](OC(=O)C)(=[O:12])[CH3:11], predict the reaction product. The product is: [Br:1][C:2]1[C:3]([CH3:9])=[CH:4][C:5]([NH:8][C:10](=[O:12])[CH3:11])=[N:6][CH:7]=1. (2) The product is: [CH3:17][N:18]1[CH2:22][CH2:23][N:16]([C:6]2[CH:7]=[CH:8][C:9]([N:10]3[CH2:11][CH2:12][CH2:13][CH2:14][CH2:15]3)=[C:4]([N+:1]([O-:3])=[O:2])[CH:5]=2)[CH2:20][CH2:19]1. Given the reactants [N+:1]([C:4]1[CH:5]=[C:6]([NH2:16])[CH:7]=[CH:8][C:9]=1[N:10]1[CH2:15][CH2:14][CH2:13][CH2:12][CH2:11]1)([O-:3])=[O:2].[CH3:17][N:18]([CH2:22][CH2:23]Cl)[CH2:19][CH2:20]Cl.Cl.C([O-])([O-])=O.[K+].[K+], predict the reaction product. (3) Given the reactants C[O:2][C:3]([C:5]1[O:6][C:7]([CH3:19])=[C:8]([CH2:10][O:11][C:12]2[CH:17]=[CH:16][C:15](I)=[CH:14][CH:13]=2)[CH:9]=1)=[O:4].[F:20][C:21]([F:32])([F:31])[C:22]1[CH:27]=[CH:26][CH:25]=[CH:24][C:23]=1B(O)O, predict the reaction product. The product is: [CH3:19][C:7]1[O:6][C:5]([C:3]([OH:2])=[O:4])=[CH:9][C:8]=1[CH2:10][O:11][C:12]1[CH:17]=[CH:16][C:15]([C:23]2[CH:24]=[CH:25][CH:26]=[CH:27][C:22]=2[C:21]([F:32])([F:31])[F:20])=[CH:14][CH:13]=1. (4) The product is: [CH3:1][S:2]([N:14]1[C:15]2[C:11](=[CH:10][C:9]([N+:6]([O-:8])=[O:7])=[CH:17][CH:16]=2)[CH:12]=[N:13]1)(=[O:4])=[O:3]. Given the reactants [CH3:1][S:2](Cl)(=[O:4])=[O:3].[N+:6]([C:9]1[CH:10]=[C:11]2[C:15](=[CH:16][CH:17]=1)[NH:14][N:13]=[CH:12]2)([O-:8])=[O:7].C(N(CC)CC)C.C(=O)([O-])O.[Na+], predict the reaction product. (5) The product is: [CH2:1]([O:3][C:4]([N:6]1[CH2:12][CH2:11][C:10]2[C:13]3[C:21](=[O:23])[CH2:20][CH2:19][O:18][C:14]=3[C:15]([I:17])=[CH:16][C:9]=2[CH2:8][CH2:7]1)=[O:5])[CH3:2]. Given the reactants [CH2:1]([O:3][C:4]([N:6]1[CH2:12][CH2:11][C:10]2[CH:13]=[C:14]([O:18][CH2:19][CH2:20][C:21]([OH:23])=O)[C:15]([I:17])=[CH:16][C:9]=2[CH2:8][CH2:7]1)=[O:5])[CH3:2].C(Cl)(=O)C(Cl)=O.[Cl-].[Al+3].[Cl-].[Cl-], predict the reaction product. (6) The product is: [C:19]([C:22]1[CH:26]=[C:25]([C:27]([NH:2][CH2:3][CH2:4][C:5]2[O:9][N:8]=[C:7]([C:10]3[CH:17]=[CH:16][C:13]([C:14]#[N:15])=[C:12]([Cl:18])[CH:11]=3)[CH:6]=2)=[O:28])[NH:24][N:23]=1)(=[O:21])[CH3:20]. Given the reactants Cl.[NH2:2][CH2:3][CH2:4][C:5]1[O:9][N:8]=[C:7]([C:10]2[CH:17]=[CH:16][C:13]([C:14]#[N:15])=[C:12]([Cl:18])[CH:11]=2)[CH:6]=1.[C:19]([C:22]1[CH:26]=[C:25]([C:27](O)=[O:28])[NH:24][N:23]=1)(=[O:21])[CH3:20].CCN(C(C)C)C(C)C.C1C=C2N=NN(O)C2=CC=1.O.CCN=C=NCCCN(C)C, predict the reaction product. (7) Given the reactants [CH2:1](Br)[CH2:2][CH2:3][CH3:4].[C:6](=[O:9])([O-])[O-].[K+].[K+].[C:12]1([CH:19]=[CH:18][CH:17]=[C:15]([OH:16])[CH:14]=1)O.[Cl-].[NH4+].[CH3:22][C:23]([CH3:25])=O, predict the reaction product. The product is: [CH2:1]([O:16][C:15]1[CH:17]=[CH:18][CH:19]=[C:12]([O:9][CH2:6][CH2:22][CH2:23][CH3:25])[CH:14]=1)[CH2:2][CH2:3][CH3:4]. (8) The product is: [CH3:2][C:3]1([CH3:23])[CH:12]=[CH:11][C:10]2[C:5](=[C:6]([CH2:13][N:14]3[CH2:15][CH2:16][C:17]4([CH2:20][N:19]([C:24](=[O:31])[C:25]5[CH:30]=[CH:29][N:28]=[CH:27][CH:26]=5)[CH2:18]4)[CH2:21][CH2:22]3)[CH:7]=[CH:8][CH:9]=2)[O:4]1. Given the reactants Cl.[CH3:2][C:3]1([CH3:23])[CH:12]=[CH:11][C:10]2[C:5](=[C:6]([CH2:13][N:14]3[CH2:22][CH2:21][C:17]4([CH2:20][NH:19][CH2:18]4)[CH2:16][CH2:15]3)[CH:7]=[CH:8][CH:9]=2)[O:4]1.[C:24](O)(=[O:31])[C:25]1[CH:30]=[CH:29][N:28]=[CH:27][CH:26]=1.CCN=C=NCCCN(C)C.C1C=CC2N(O)N=NC=2C=1.CCN(CC)CC, predict the reaction product. (9) The product is: [CH2:8]([O:10][C:11]([C:13]1[C:23]2[CH2:24][CH2:25][C:26]([O:34][CH3:1])([C:27]3[CH:32]=[CH:31][CH:30]=[CH:29][C:28]=3[CH3:33])[O:35][C:22]=2[C:16]2[N:17]=[C:18]([CH3:21])[N:19]([CH3:20])[C:15]=2[CH:14]=1)=[O:12])[CH3:9]. Given the reactants [CH3:1]OC(OC)(C)C.[CH2:8]([O:10][C:11]([C:13]1[C:23]([CH2:24][CH2:25][C:26](=[O:34])[C:27]2[CH:32]=[CH:31][CH:30]=[CH:29][C:28]=2[CH3:33])=[C:22]([OH:35])[C:16]2[N:17]=[C:18]([CH3:21])[N:19]([CH3:20])[C:15]=2[CH:14]=1)=[O:12])[CH3:9].CS(O)(=O)=O.C(=O)([O-])O.[Na+], predict the reaction product.